This data is from Forward reaction prediction with 1.9M reactions from USPTO patents (1976-2016). The task is: Predict the product of the given reaction. (1) Given the reactants [NH2:1][C:2]1[N:7]=[C:6]([Cl:8])[CH:5]=[C:4](Cl)[N:3]=1.[O-:10][CH2:11][CH3:12].[Na+].[O-:14][CH2:15][CH2:16][CH3:17].[Na+].[OH-].[K+], predict the reaction product. The product is: [NH2:1][C:2]1[N:7]=[C:6]([Cl:8])[CH:5]=[C:4]([O:10][CH2:11][CH3:12])[N:3]=1.[NH2:1][C:2]1[N:7]=[C:6]([Cl:8])[CH:5]=[C:4]([O:14][CH2:15][CH2:16][CH3:17])[N:3]=1. (2) Given the reactants ClC(Cl)(Cl)[C:3]([C:5]1[N:14]2[C:8]([CH2:9][N:10]([C:19]([C:21]3[CH:26]=[CH:25][C:24]([C:27]4[CH:32]=[CH:31][CH:30]=[CH:29][C:28]=4[CH3:33])=[C:23]([CH3:34])[CH:22]=3)=[O:20])[C:11]3[CH:18]=[CH:17][CH:16]=[CH:15][C:12]=3[CH2:13]2)=[CH:7][CH:6]=1)=[O:4].[Cl:37][C:38]1[CH:45]=[CH:44][C:41]([CH2:42][NH2:43])=[CH:40][CH:39]=1, predict the reaction product. The product is: [Cl:37][C:38]1[CH:45]=[CH:44][C:41]([CH2:42][NH:43][C:3]([C:5]2[N:14]3[C:8]([CH2:9][N:10]([C:19]([C:21]4[CH:26]=[CH:25][C:24]([C:27]5[CH:32]=[CH:31][CH:30]=[CH:29][C:28]=5[CH3:33])=[C:23]([CH3:34])[CH:22]=4)=[O:20])[C:11]4[CH:18]=[CH:17][CH:16]=[CH:15][C:12]=4[CH2:13]3)=[CH:7][CH:6]=2)=[O:4])=[CH:40][CH:39]=1. (3) Given the reactants Cl[C:2]1[CH:3]=[C:4]([C:9]2[N:14]=[C:13]([CH3:15])[N:12]=[C:11]([N:16]([CH2:26][C:27]3[CH:32]=[CH:31][C:30]([O:33][CH3:34])=[CH:29][CH:28]=3)[CH2:17][C:18]3[CH:23]=[CH:22][C:21]([O:24][CH3:25])=[CH:20][CH:19]=3)[N:10]=2)[C:5]([F:8])=[N:6][CH:7]=1.[C:35]([O:39][C:40]([N:42]1[CH2:47][CH2:46][N:45]([CH2:48][B-](F)(F)F)[C@@H:44]([CH3:53])[CH2:43]1)=[O:41])([CH3:38])([CH3:37])[CH3:36].[K+].C1(P(C2CCCCC2)C2C=CC=CC=2C2C(C(C)C)=CC(C(C)C)=CC=2C(C)C)CCCCC1.C(=O)([O-])[O-].[Cs+].[Cs+], predict the reaction product. The product is: [CH3:25][O:24][C:21]1[CH:22]=[CH:23][C:18]([CH2:17][N:16]([CH2:26][C:27]2[CH:32]=[CH:31][C:30]([O:33][CH3:34])=[CH:29][CH:28]=2)[C:11]2[N:12]=[C:13]([CH3:15])[N:14]=[C:9]([C:4]3[CH:3]=[C:2]([CH2:48][N:45]4[CH2:46][CH2:47][N:42]([C:40]([O:39][C:35]([CH3:38])([CH3:37])[CH3:36])=[O:41])[CH2:43][C@@H:44]4[CH3:53])[CH:7]=[N:6][C:5]=3[F:8])[N:10]=2)=[CH:19][CH:20]=1. (4) Given the reactants Cl.Cl.[O:3]1[CH2:8][CH2:7][CH:6]([N:9]2[CH2:14][CH2:13][NH:12][CH2:11][CH2:10]2)[CH2:5][CH2:4]1.C([O-])(O)=O.[Na+].[N:20]#[C:21]Br.C(Cl)Cl, predict the reaction product. The product is: [O:3]1[CH2:8][CH2:7][CH:6]([N:9]2[CH2:14][CH2:13][N:12]([C:21]#[N:20])[CH2:11][CH2:10]2)[CH2:5][CH2:4]1. (5) Given the reactants [C:1]([O:4][C:5]1[CH:13]=[CH:12][C:8]([C:9]([OH:11])=O)=[CH:7][CH:6]=1)(=[O:3])[CH3:2].C(Cl)(=O)C(Cl)=O.[NH2:20][C:21]1[CH:26]=[CH:25][CH:24]=[CH:23][CH:22]=1, predict the reaction product. The product is: [C:21]1([NH:20][C:9]([C:8]2[CH:7]=[CH:6][C:5]([O:4][C:1](=[O:3])[CH3:2])=[CH:13][CH:12]=2)=[O:11])[CH:26]=[CH:25][CH:24]=[CH:23][CH:22]=1. (6) Given the reactants [CH2:1]([O:3][C:4]1[CH:8]=[C:7]([C:9]([F:12])([F:11])[F:10])[N:6]([C:13]2[CH:14]=[CH:15][C:16]([NH2:19])=NC=2)[N:5]=1)[CH3:2].[C:20]([C:22]1[CH:23]=[C:24]([CH:28]=[CH:29][CH:30]=1)[C:25](Cl)=[O:26])#[N:21].[N:31]1C=CC=C[CH:32]=1, predict the reaction product. The product is: [C:20]([C:22]1[CH:23]=[C:24]([CH:28]=[CH:29][CH:30]=1)[C:25]([NH:19][C:16]1[CH:32]=[N:31][C:13]([N:6]2[C:7]([C:9]([F:10])([F:11])[F:12])=[CH:8][C:4]([O:3][CH2:1][CH3:2])=[N:5]2)=[CH:14][CH:15]=1)=[O:26])#[N:21]. (7) Given the reactants [CH2:1]([O:8][C:9]1[C:10]([C:29](O)=[O:30])=[N:11][C:12]([CH2:16][C:17]2([C:22]3[CH:27]=[CH:26][C:25]([Cl:28])=[CH:24][CH:23]=3)[CH2:21][CH2:20][CH2:19][CH2:18]2)=[N:13][C:14]=1[OH:15])[C:2]1[CH:7]=[CH:6][CH:5]=[CH:4][CH:3]=1.[Si:32]([O:39][CH2:40][CH2:41][NH:42][C:43]1[CH:48]=[CH:47][CH:46]=[CH:45][CH:44]=1)([C:35]([CH3:38])([CH3:37])[CH3:36])([CH3:34])[CH3:33].O=P(Cl)(Cl)Cl.C(O)CO.C(=O)=O, predict the reaction product. The product is: [CH2:1]([O:8][C:9]1[C:10]([C:29]([N:42]([CH2:41][CH2:40][O:39][Si:32]([C:35]([CH3:38])([CH3:37])[CH3:36])([CH3:33])[CH3:34])[C:43]2[CH:48]=[CH:47][CH:46]=[CH:45][CH:44]=2)=[O:30])=[N:11][C:12]([CH2:16][C:17]2([C:22]3[CH:27]=[CH:26][C:25]([Cl:28])=[CH:24][CH:23]=3)[CH2:21][CH2:20][CH2:19][CH2:18]2)=[N:13][C:14]=1[OH:15])[C:2]1[CH:3]=[CH:4][CH:5]=[CH:6][CH:7]=1.